The task is: Predict the product of the given reaction.. This data is from Forward reaction prediction with 1.9M reactions from USPTO patents (1976-2016). (1) Given the reactants Cl[C:2]1[CH:18]=[CH:17]C(C(F)(F)F)=[CH:15][C:3]=1[C:4](N[C@H]1CC[C@H:10]([CH:13]=[O:14])CC1)=O.NC1C=NC=C(C)C=1.[C:31](O[BH-](OC(=O)C)OC(=O)C)(=[O:33])[CH3:32].[Na+], predict the reaction product. The product is: [CH3:32][CH2:31][O:33][C:13]([CH3:10])=[O:14].[CH3:17][CH2:18][CH2:2][CH:3]([CH3:15])[CH3:4]. (2) Given the reactants [C:1]([CH:4]([C:7]1[CH:12]=[CH:11][CH:10]=[CH:9][CH:8]=1)[C:5]#[N:6])(=[O:3])[CH3:2].[Cl:13][C:14]1[CH:21]=[CH:20][C:17]([CH2:18]Br)=[CH:16][CH:15]=1.C(=O)([O-])[O-].[Cs+].[Cs+].C(OCC)(=O)C, predict the reaction product. The product is: [Cl:13][C:14]1[CH:21]=[CH:20][C:17]([CH2:18][C:4]([C:5]#[N:6])([C:7]2[CH:12]=[CH:11][CH:10]=[CH:9][CH:8]=2)[C:1](=[O:3])[CH3:2])=[CH:16][CH:15]=1. (3) Given the reactants Cl.[O:2]=[CH:3][C@H:4]([C@H:6]([C@H:8]([CH2:10][OH:11])[OH:9])[OH:7])[OH:5].[CH3:12]O, predict the reaction product. The product is: [CH3:12][O:2][CH:3]1[O:9][C@@H:8]([CH2:10][OH:11])[C@H:6]([OH:7])[C@@H:4]1[OH:5].